From a dataset of Full USPTO retrosynthesis dataset with 1.9M reactions from patents (1976-2016). Predict the reactants needed to synthesize the given product. (1) Given the product [Cl:1][C:2]1[C:7]([C:8]2[C:19](=[O:20])[N:18]([CH3:38])[C:11]3[N:12]=[C:13]([S:16][CH3:17])[N:14]=[CH:15][C:10]=3[CH:9]=2)=[C:6]([Cl:21])[CH:5]=[CH:4][C:3]=1[NH:22][C:23](=[O:34])[C:24]1[CH:29]=[CH:28][CH:27]=[C:26]([C:30]([F:32])([F:33])[F:31])[CH:25]=1, predict the reactants needed to synthesize it. The reactants are: [Cl:1][C:2]1[C:7]([C:8]2[C:19](=[O:20])[NH:18][C:11]3[N:12]=[C:13]([S:16][CH3:17])[N:14]=[CH:15][C:10]=3[CH:9]=2)=[C:6]([Cl:21])[CH:5]=[CH:4][C:3]=1[NH:22][C:23](=[O:34])[C:24]1[CH:29]=[CH:28][CH:27]=[C:26]([C:30]([F:33])([F:32])[F:31])[CH:25]=1.[H-].[Na+].I[CH3:38]. (2) Given the product [CH3:31][O:32][CH2:33][N:11]1[C:10](=[O:21])[C:9]([CH2:8][C:7]2[CH:6]=[CH:5][C:4]([C:22]3[C:23]([C:28]#[N:29])=[CH:24][CH:25]=[CH:26][CH:27]=3)=[CH:3][C:2]=2[F:1])=[C:14]([CH2:15][CH2:16][CH3:17])[N:13]2[N:18]=[CH:19][N:20]=[C:12]12, predict the reactants needed to synthesize it. The reactants are: [F:1][C:2]1[CH:3]=[C:4]([C:22]2[C:23]([C:28]#[N:29])=[CH:24][CH:25]=[CH:26][CH:27]=2)[CH:5]=[CH:6][C:7]=1[CH2:8][C:9]1[C:10](=[O:21])[NH:11][C:12]2[N:13]([N:18]=[CH:19][N:20]=2)[C:14]=1[CH2:15][CH2:16][CH3:17].Cl[CH2:31][O:32][CH3:33].C(=O)([O-])[O-].[K+].[K+].CN(C)C=O. (3) Given the product [CH2:43]1[CH:47]2[CH:37]([CH:42]3[CH2:38][CH:39]2[CH2:40][CH:41]3[N:17]2[C:13](=[O:23])[C:14]3[C:15](=[CH:19][CH:20]=[CH:21][CH:22]=3)[C:16]2=[O:18])[CH2:45][CH2:44]1, predict the reactants needed to synthesize it. The reactants are: N(C(OCC)=O)=NC(OCC)=O.[C:13]1(=[O:23])[NH:17][C:16](=[O:18])[C:15]2=[CH:19][CH:20]=[CH:21][CH:22]=[C:14]12.[C:37]1(P([C:37]2[CH:42]=[CH:41][CH:40]=[CH:39][CH:38]=2)[C:37]2[CH:42]=[CH:41][CH:40]=[CH:39][CH:38]=2)[CH:42]=[CH:41][CH:40]=[CH:39][CH:38]=1.[CH2:43]1[CH2:47]O[CH2:45][CH2:44]1. (4) Given the product [N:11]1[CH:16]=[CH:15][CH:14]=[C:13]([C:2]2[CH:7]=[CH:6][N:5]=[C:4]3[NH:8][CH:9]=[CH:10][C:3]=23)[CH:12]=1, predict the reactants needed to synthesize it. The reactants are: Br[C:2]1[CH:7]=[CH:6][N:5]=[C:4]2[NH:8][CH:9]=[CH:10][C:3]=12.[N:11]1[CH:16]=[CH:15][CH:14]=[C:13](B(O)O)[CH:12]=1.C(=O)([O-])[O-].[Na+].[Na+]. (5) Given the product [CH3:35][O:34][C:28]1[CH:29]=[CH:30][C:31]2[C:26]([N:27]=1)=[C:25]1[CH2:36][CH:22]([CH2:21][C@H:18]3[CH2:19][CH2:20][C@H:15]([NH2:14])[CH2:16][CH2:17]3)[O:23][C:24]1=[CH:33][N:32]=2, predict the reactants needed to synthesize it. The reactants are: FC(F)(F)C(O)=O.C(OC(=O)[NH:14][C@H:15]1[CH2:20][CH2:19][C@H:18]([CH2:21][CH:22]2[CH2:36][C:25]3=[C:26]4[C:31](=[N:32][CH:33]=[C:24]3[O:23]2)[CH:30]=[CH:29][C:28]([O:34][CH3:35])=[N:27]4)[CH2:17][CH2:16]1)(C)(C)C.